From a dataset of Forward reaction prediction with 1.9M reactions from USPTO patents (1976-2016). Predict the product of the given reaction. (1) Given the reactants Br[C:2]1[CH:7]=[CH:6][C:5]([S:8]([N:11]([C:16]2[CH:21]=[CH:20][C:19]([CH3:22])=[CH:18][C:17]=2[CH3:23])[CH2:12][CH:13]([CH3:15])[CH3:14])(=[O:10])=[O:9])=[CH:4][CH:3]=1.Br[CH2:25]/[CH:26]=[CH:27]/[B-](F)(F)F.[K+].[NH:33]1[CH2:38][CH2:37][O:36][CH2:35][CH2:34]1.C(=O)([O-])[O-].[Cs+].[Cs+], predict the reaction product. The product is: [CH3:23][C:17]1[CH:18]=[C:19]([CH3:22])[CH:20]=[CH:21][C:16]=1[N:11]([CH2:12][CH:13]([CH3:15])[CH3:14])[S:8]([C:5]1[CH:6]=[CH:7][C:2](/[CH:27]=[CH:26]/[CH2:25][N:33]2[CH2:38][CH2:37][O:36][CH2:35][CH2:34]2)=[CH:3][CH:4]=1)(=[O:10])=[O:9]. (2) Given the reactants [Br:1][C:2]1[CH:7]=[CH:6][C:5]([C:8](=[O:23])[CH2:9][CH2:10][C:11]([C:13]2[CH:18]=[CH:17][C:16]([Cl:19])=[C:15]([N+:20]([O-:22])=[O:21])[CH:14]=2)=[O:12])=[CH:4][CH:3]=1.[BH4-].[Na+], predict the reaction product. The product is: [Br:1][C:2]1[CH:7]=[CH:6][C:5]([CH:8]([OH:23])[CH2:9][CH2:10][CH:11]([C:13]2[CH:18]=[CH:17][C:16]([Cl:19])=[C:15]([N+:20]([O-:22])=[O:21])[CH:14]=2)[OH:12])=[CH:4][CH:3]=1. (3) Given the reactants [OH:1][CH2:2][CH2:3][N:4]1[C:12]2[CH:11]=[CH:10][CH:9]=[CH:8][C:7]=2[C:6]2[CH2:13][CH2:14][N:15]([C:18]([O:20][C:21]([CH3:24])([CH3:23])[CH3:22])=[O:19])[CH2:16][CH2:17][C:5]1=2.[C:25]1(O)[C:34]2[CH2:33][CH2:32][CH2:31][CH2:30][C:29]=2[CH:28]=[CH:27][CH:26]=1.N(C(OC(C)(C)C)=O)=NC(OC(C)(C)C)=O, predict the reaction product. The product is: [C:33]1([O:1][CH2:2][CH2:3][N:4]2[C:12]3[CH:11]=[CH:10][CH:9]=[CH:8][C:7]=3[C:6]3[CH2:13][CH2:14][N:15]([C:18]([O:20][C:21]([CH3:24])([CH3:23])[CH3:22])=[O:19])[CH2:16][CH2:17][C:5]2=3)[C:34]2[CH2:25][CH2:26][CH2:27][CH2:28][C:29]=2[CH:30]=[CH:31][CH:32]=1. (4) Given the reactants O=[CH:2][CH2:3][N:4]1[C:13]2[C:8](=[CH:9][C:10]([C:14]([NH:16][CH2:17][CH2:18][O:19][Si](C(C)(C)C)(C)C)=[O:15])=[CH:11][CH:12]=2)[CH2:7][CH2:6][CH2:5]1.[F:27][C:28]1[CH:36]=[C:35]2[C:31]([C:32]([C:37]3[CH2:38][CH2:39][NH:40][CH2:41][CH:42]=3)=[CH:33][NH:34]2)=[CH:30][CH:29]=1.C(O)(=O)C.C([BH3-])#N.[Na+], predict the reaction product. The product is: [OH:19][CH2:18][CH2:17][NH:16][C:14]([C:10]1[CH:9]=[C:8]2[C:13](=[CH:12][CH:11]=1)[N:4]([CH2:3][CH2:2][N:40]1[CH2:41][CH:42]=[C:37]([C:32]3[C:31]4[C:35](=[CH:36][C:28]([F:27])=[CH:29][CH:30]=4)[NH:34][CH:33]=3)[CH2:38][CH2:39]1)[CH2:5][CH2:6][CH2:7]2)=[O:15]. (5) Given the reactants [Br:1][CH2:2][CH2:3][CH2:4][CH2:5][CH2:6][CH2:7][CH2:8][CH2:9][C:10]#[C:11][CH2:12][CH3:13].[N:14]1[CH:19]=[CH:18][C:17]([CH3:20])=[CH:16][CH:15]=1, predict the reaction product. The product is: [Br-:1].[CH2:2]([N+:14]1[CH:19]=[CH:18][C:17]([CH3:20])=[CH:16][CH:15]=1)[CH2:3][CH2:4][CH2:5][CH2:6][CH2:7][CH2:8][CH2:9][C:10]#[C:11][CH2:12][CH3:13]. (6) Given the reactants [CH2:1]([NH:8][C:9]1[C:18]2[CH:19]=[CH:20][N:21]=[CH:22][C:17]=2[C:16]2[C:11](=[CH:12][CH:13]=[N:14][C:15]=2[O:23]CCCC)[N:10]=1)[C:2]1[CH:7]=[CH:6][CH:5]=[CH:4][CH:3]=1, predict the reaction product. The product is: [CH2:1]([NH:8][C:9]1[C:18]2[CH:19]=[CH:20][N:21]=[CH:22][C:17]=2[C:16]2[C:15](=[O:23])[NH:14][CH:13]=[CH:12][C:11]=2[N:10]=1)[C:2]1[CH:3]=[CH:4][CH:5]=[CH:6][CH:7]=1. (7) Given the reactants [Br:1][C:2]1[N:7]=[C:6]([O:8][CH3:9])[C:5]([NH2:10])=[CH:4][CH:3]=1.[CH:11]1([CH:14]=O)[CH2:13][CH2:12]1.[O-]S(C(F)(F)F)(=O)=O.[Yb+3].[O-]S(C(F)(F)F)(=O)=O.[O-]S(C(F)(F)F)(=O)=O.[CH:41](/[NH:44][C:45](=[O:54])[O:46][CH2:47][C:48]1[CH:53]=[CH:52][CH:51]=[CH:50][CH:49]=1)=[CH:42]\[CH3:43], predict the reaction product. The product is: [Br:1][C:2]1[CH:3]=[C:4]2[C:5](=[C:6]([O:8][CH3:9])[N:7]=1)[NH:10][C@@H:14]([CH:11]1[CH2:12][CH2:13]1)[C@H:42]([CH3:43])[C@H:41]2[NH:44][C:45](=[O:54])[O:46][CH2:47][C:48]1[CH:49]=[CH:50][CH:51]=[CH:52][CH:53]=1. (8) Given the reactants Cl[C:2]1[CH:3]=[C:4]([CH:8]=[C:9](Cl)[N:10]=1)[C:5]([OH:7])=[O:6].[H-].[Na+].[CH2:14]([OH:21])[C:15]1[CH:20]=[CH:19][CH:18]=[CH:17][CH:16]=1.[H][H], predict the reaction product. The product is: [CH2:14]([O:21][C:2]1[CH:3]=[C:4]([CH:8]=[C:9]([O:21][CH2:14][C:15]2[CH:20]=[CH:19][CH:18]=[CH:17][CH:16]=2)[N:10]=1)[C:5]([OH:7])=[O:6])[C:15]1[CH:20]=[CH:19][CH:18]=[CH:17][CH:16]=1. (9) The product is: [C:9]([N:16]1[CH2:21][CH2:20][O:19][C@H:18]([CH2:22][C:23]2[CH:28]=[C:27]([Br:1])[C:26]([O:29][CH3:30])=[CH:25][C:24]=2[O:31][CH3:32])[CH2:17]1)([O:11][C:12]([CH3:13])([CH3:15])[CH3:14])=[O:10]. Given the reactants [Br:1]N1C(=O)CCC1=O.[C:9]([N:16]1[CH2:21][CH2:20][O:19][C@H:18]([CH2:22][C:23]2[CH:28]=[CH:27][C:26]([O:29][CH3:30])=[CH:25][C:24]=2[O:31][CH3:32])[CH2:17]1)([O:11][C:12]([CH3:15])([CH3:14])[CH3:13])=[O:10], predict the reaction product.